Predict the reactants needed to synthesize the given product. From a dataset of Full USPTO retrosynthesis dataset with 1.9M reactions from patents (1976-2016). Given the product [CH3:23][C:13]1[CH:18]=[CH:17][C:16]([S:19]([O:11][CH2:10][C@@H:9]([NH:5][C:6]([O:7][C:39]([CH3:38])([CH3:34])[CH3:24])=[O:8])[CH3:12])(=[O:21])=[O:20])=[CH:15][CH:14]=1, predict the reactants needed to synthesize it. The reactants are: CC([N:5]([C@@H:9]([CH3:12])[CH2:10][OH:11])[C:6](=[O:8])[O-:7])(C)C.[C:13]1([CH3:23])[CH:18]=[CH:17][C:16]([S:19](Cl)(=[O:21])=[O:20])=[CH:15][CH:14]=1.[CH2:24](N(CC)CC)C.CN([C:34]1[CH:39]=[CH:38]C=CN=1)C.